This data is from Catalyst prediction with 721,799 reactions and 888 catalyst types from USPTO. The task is: Predict which catalyst facilitates the given reaction. Reactant: C([Si](C)(C)[O:6][CH2:7][CH2:8][O:9][CH2:10][C:11]1[CH:16]=[CH:15][C:14]([CH:17]([CH2:19][CH2:20][CH2:21][CH2:22][CH2:23][CH2:24][CH2:25][CH2:26][CH2:27][CH2:28][CH2:29][CH3:30])[CH3:18])=[CH:13][CH:12]=1)(C)(C)C.[F-].C([N+](CCCC)(CCCC)CCCC)CCC. Product: [CH3:18][CH:17]([C:14]1[CH:13]=[CH:12][C:11]([CH2:10][O:9][CH2:8][CH2:7][OH:6])=[CH:16][CH:15]=1)[CH2:19][CH2:20][CH2:21][CH2:22][CH2:23][CH2:24][CH2:25][CH2:26][CH2:27][CH2:28][CH2:29][CH3:30]. The catalyst class is: 1.